From a dataset of TCR-epitope binding with 47,182 pairs between 192 epitopes and 23,139 TCRs. Binary Classification. Given a T-cell receptor sequence (or CDR3 region) and an epitope sequence, predict whether binding occurs between them. (1) The epitope is CINGVCWTV. The TCR CDR3 sequence is CASSLTGTGFKQFF. Result: 1 (the TCR binds to the epitope). (2) The epitope is LPRRSGAAGA. The TCR CDR3 sequence is CASSQTSGTGREQFF. Result: 1 (the TCR binds to the epitope). (3) The epitope is AYILFTRFFYV. The TCR CDR3 sequence is CASSSETGGNEQFF. Result: 0 (the TCR does not bind to the epitope). (4) The epitope is LLALHRSYL. The TCR CDR3 sequence is CASRLGAAGSQPQHF. Result: 0 (the TCR does not bind to the epitope). (5) The epitope is FLRGRAYGL. The TCR CDR3 sequence is CASSWGPEAFF. Result: 1 (the TCR binds to the epitope). (6) The TCR CDR3 sequence is CASSVAPGRDGYTF. Result: 1 (the TCR binds to the epitope). The epitope is LLWNGPMAV. (7) The epitope is TLIGDCATV. The TCR CDR3 sequence is CASSNRFVAGEFTGELFF. Result: 1 (the TCR binds to the epitope).